Dataset: Forward reaction prediction with 1.9M reactions from USPTO patents (1976-2016). Task: Predict the product of the given reaction. (1) Given the reactants Cl.[CH3:2][C:3]1[N:8]=[C:7]([C:9]2[C:14]([C:15]3[CH:16]=[CH:17][C:18]4[N:19]=[CH:20][NH:21][C:22](=O)[C:23]=4[N:24]=3)=[CH:13][CH:12]=[CH:11][N:10]=2)[CH:6]=[CH:5][CH:4]=1.C(Cl)(=O)C([Cl:29])=O.CN(C=O)C, predict the reaction product. The product is: [Cl:29][C:22]1[C:23]2[N:24]=[C:15]([C:14]3[C:9]([C:7]4[CH:6]=[CH:5][CH:4]=[C:3]([CH3:2])[N:8]=4)=[N:10][CH:11]=[CH:12][CH:13]=3)[CH:16]=[CH:17][C:18]=2[N:19]=[CH:20][N:21]=1. (2) Given the reactants [C:1]1([CH:7]([C:19]2[CH:24]=[CH:23][CH:22]=[CH:21][CH:20]=2)[NH:8][S:9]([CH2:12][C@H:13]([CH3:18])[C:14]([O:16][CH3:17])=[O:15])(=[O:11])=[O:10])[CH:6]=[CH:5][CH:4]=[CH:3][CH:2]=1.C([O-])([O-])=O.[K+].[K+].[CH2:31](Br)[C:32]1[CH:37]=[CH:36][CH:35]=[CH:34][CH:33]=1, predict the reaction product. The product is: [CH2:31]([N:8]([CH:7]([C:1]1[CH:2]=[CH:3][CH:4]=[CH:5][CH:6]=1)[C:19]1[CH:20]=[CH:21][CH:22]=[CH:23][CH:24]=1)[S:9]([CH2:12][C@H:13]([CH3:18])[C:14]([O:16][CH3:17])=[O:15])(=[O:10])=[O:11])[C:32]1[CH:37]=[CH:36][CH:35]=[CH:34][CH:33]=1. (3) Given the reactants [CH2:1]([NH:3][CH2:4][C:5]([CH2:11][NH:12][C:13]1[CH:21]=[CH:20][CH:19]=[C:18]2[C:14]=1[CH:15]=[N:16][N:17]2[C:22]1[CH:27]=[CH:26][C:25]([F:28])=[CH:24][CH:23]=1)([OH:10])[C:6]([F:9])([F:8])[F:7])[CH3:2].C(N(CC)C(C)C)(C)C.[CH3:38][C:39]1[CH:47]=[CH:46][CH:45]=[C:44]([CH3:48])[C:40]=1[C:41](Cl)=[O:42], predict the reaction product. The product is: [CH2:1]([N:3]([CH2:4][C:5]([CH2:11][NH:12][C:13]1[CH:21]=[CH:20][CH:19]=[C:18]2[C:14]=1[CH:15]=[N:16][N:17]2[C:22]1[CH:23]=[CH:24][C:25]([F:28])=[CH:26][CH:27]=1)([OH:10])[C:6]([F:8])([F:9])[F:7])[C:41](=[O:42])[C:40]1[C:44]([CH3:48])=[CH:45][CH:46]=[CH:47][C:39]=1[CH3:38])[CH3:2]. (4) Given the reactants [CH:1]([C@H:4]1[CH2:9][CH2:8][C@H:7]([NH:10][C:11]2[C:20]3[C:15](=[CH:16][CH:17]=[CH:18][CH:19]=3)[C:14]([CH2:21][C:22]3[CH:23]=[N:24][C:25]([O:28]C)=[CH:26][CH:27]=3)=[N:13][N:12]=2)[CH2:6][CH2:5]1)([CH3:3])[CH3:2].C([C@H]1CC[C@H](N)CC1)(C)C.C1C2C(=CC=CC=2)C=NN=1.N, predict the reaction product. The product is: [CH:1]([C@H:4]1[CH2:5][CH2:6][C@H:7]([NH:10][C:11]2[C:20]3[C:15](=[CH:16][CH:17]=[CH:18][CH:19]=3)[C:14]([CH2:21][C:22]3[CH:23]=[N:24][C:25]([OH:28])=[CH:26][CH:27]=3)=[N:13][N:12]=2)[CH2:8][CH2:9]1)([CH3:3])[CH3:2]. (5) Given the reactants [H-].[H-].[H-].[H-].[Li+].[Al+3].[C:7]12([P:17](Cl)(Cl)=O)[CH2:16][CH:11]3[CH2:12][CH:13]([CH2:15][CH:9]([CH2:10]3)[CH2:8]1)[CH2:14]2.Cl, predict the reaction product. The product is: [C:7]12([PH2:17])[CH2:14][CH:13]3[CH2:12][CH:11]([CH2:10][CH:9]([CH2:15]3)[CH2:8]1)[CH2:16]2. (6) The product is: [N+:17]([C:12]1[CH:13]=[CH:14][CH:15]=[CH:16][C:11]=1[NH:9][CH2:8][CH2:7][C:3]1[CH:2]=[N:1][CH:6]=[CH:5][CH:4]=1)([O-:19])=[O:18]. Given the reactants [N:1]1[CH:6]=[CH:5][CH:4]=[C:3]([CH2:7][CH2:8][NH2:9])[CH:2]=1.Cl[C:11]1[CH:16]=[CH:15][CH:14]=[CH:13][C:12]=1[N+:17]([O-:19])=[O:18].C([O-])([O-])=O.[K+].[K+], predict the reaction product. (7) Given the reactants [CH3:1][O:2][CH:3]([O:6][CH3:7])[C:4]#[CH:5].Cl[CH:9]([F:11])[F:10].[NH4+].[Cl-].O.CC(OC)(C)C, predict the reaction product. The product is: [F:10][CH:9]([F:11])[C:5]#[C:4][CH:3]([O:6][CH3:7])[O:2][CH3:1]. (8) Given the reactants [C:1](Cl)(=[O:28])[O:2][CH2:3][CH2:4][N:5]1[CH:9]=[C:8]([C:10]([CH3:13])([CH3:12])[CH3:11])[S:7]/[C:6]/1=[N:14]\[C:15](=[O:27])[C:16]1[CH:21]=[C:20]([C:22]([F:25])([F:24])[F:23])[CH:19]=[CH:18][C:17]=1F.[NH:30]1[CH2:33][CH2:32][CH2:31]1, predict the reaction product. The product is: [N:30]1([C:1]([O:2][CH2:3][CH2:4][N:5]2[CH:9]=[C:8]([C:10]([CH3:13])([CH3:12])[CH3:11])[S:7]/[C:6]/2=[N:14]\[C:15](=[O:27])[C:16]2[CH:21]=[C:20]([C:22]([F:25])([F:24])[F:23])[CH:19]=[CH:18][C:17]=2[N:30]2[CH2:33][CH2:32][CH2:31]2)=[O:28])[CH2:33][CH2:32][CH2:31]1.